This data is from Full USPTO retrosynthesis dataset with 1.9M reactions from patents (1976-2016). The task is: Predict the reactants needed to synthesize the given product. (1) Given the product [Br:16][C:17]1[C:26]([B:29]([OH:32])[OH:30])=[CH:25][C:24]2[C:19](=[CH:20][CH:21]=[C:22]([O:27][CH3:28])[CH:23]=2)[N:18]=1, predict the reactants needed to synthesize it. The reactants are: [Li]CCCC.CC1(C)CCCC(C)(C)N1.[Br:16][C:17]1[CH:26]=[CH:25][C:24]2[C:19](=[CH:20][CH:21]=[C:22]([O:27][CH3:28])[CH:23]=2)[N:18]=1.[B:29](OC)([O:32]C)[O:30]C.[OH-].[Na+]. (2) Given the product [CH:13]1[C:14]2[C:19](=[CH:18][CH:17]=[CH:16][CH:15]=2)[CH:20]=[CH:21][C:12]=1[O:11][C@H:8]1[CH2:9][CH2:10][C@H:5]([C:3]([NH:23][NH2:24])=[O:2])[CH2:6][CH2:7]1, predict the reactants needed to synthesize it. The reactants are: C[O:2][C:3]([C@H:5]1[CH2:10][CH2:9][C@H:8]([O:11][C:12]2[CH:21]=[CH:20][C:19]3[C:14](=[CH:15][CH:16]=[CH:17][CH:18]=3)[CH:13]=2)[CH2:7][CH2:6]1)=O.O.[NH2:23][NH2:24]. (3) Given the product [Cl:26][C:19]1[CH:18]=[CH:17][C:16]([NH:15][S:12]([C:8]2[CH:7]=[CH:6][C:5]3[C:10](=[CH:11][C:2]([N:1]=[C:27]=[S:28])=[CH:3][CH:4]=3)[CH:9]=2)(=[O:14])=[O:13])=[CH:25][C:20]=1[C:21]([O:23][CH3:24])=[O:22], predict the reactants needed to synthesize it. The reactants are: [NH2:1][C:2]1[CH:11]=[C:10]2[C:5]([CH:6]=[CH:7][C:8]([S:12]([NH:15][C:16]3[CH:17]=[CH:18][C:19]([Cl:26])=[C:20]([CH:25]=3)[C:21]([O:23][CH3:24])=[O:22])(=[O:14])=[O:13])=[CH:9]2)=[CH:4][CH:3]=1.[C:27](N1C=CN=C1)(N1C=CN=C1)=[S:28].C1COCC1. (4) Given the product [CH2:1]([O:3][C:4]1[C:5]([CH3:13])=[C:6]([CH:7]=[CH:8][CH:9]=1)[NH2:10])[CH3:2], predict the reactants needed to synthesize it. The reactants are: [CH2:1]([O:3][C:4]1[CH:9]=[CH:8][CH:7]=[C:6]([N+:10]([O-])=O)[C:5]=1[CH3:13])[CH3:2].